From a dataset of Catalyst prediction with 721,799 reactions and 888 catalyst types from USPTO. Predict which catalyst facilitates the given reaction. Reactant: [CH:1]1[C:9]2[C:8]3[CH:10]=[CH:11][CH:12]=[CH:13][C:7]=3[S:6](=O)[C:5]=2[CH:4]=[CH:3][CH:2]=1.[CH3:15][O:16][C:17]1[CH:25]=[CH:24][C:20]([C:21]([OH:23])=[O:22])=[CH:19][CH:18]=1.CS(O)(=O)=O.O=P12OP3(OP(OP(O3)(O1)=O)(=O)O2)=O.[I-:45].[Na+]. Product: [I-:45].[C:21]([C:20]1[CH:19]=[CH:18][C:17]([O:16][CH3:15])=[C:25]([S+:6]2[C:5]3[CH:4]=[CH:3][CH:2]=[CH:1][C:9]=3[C:8]3[CH:10]=[CH:11][CH:12]=[CH:13][C:7]2=3)[CH:24]=1)([OH:23])=[O:22]. The catalyst class is: 46.